From a dataset of Retrosynthesis with 50K atom-mapped reactions and 10 reaction types from USPTO. Predict the reactants needed to synthesize the given product. (1) The reactants are: CC(C)(C)OC(=O)N1CCC(C)(C(=O)Nc2cccc(-c3nnn[nH]3)c2)CC1. Given the product CC1(C(=O)Nc2cccc(-c3nnn[nH]3)c2)CCNCC1, predict the reactants needed to synthesize it. (2) Given the product CCc1cc(C2CCN(C(=O)OC(C)(C)C)CC2)ccc1Nc1ncc(C(F)(F)F)c(CCc2ccccc2CC(=O)OC)n1, predict the reactants needed to synthesize it. The reactants are: CCc1cc(C2CCN(C(=O)OC(C)(C)C)CC2)ccc1Nc1ncc(C(F)(F)F)c(C#Cc2ccccc2CC(=O)OC)n1. (3) Given the product CCOC(=O)CCCOc1ccc(-c2noc(-c3ccc(OC(C)C)c(C#N)c3)n2)c(F)c1, predict the reactants needed to synthesize it. The reactants are: CC(C)Oc1ccc(-c2nc(-c3ccc(O)cc3F)no2)cc1C#N.CCOC(=O)CCCBr. (4) Given the product COc1cc(C(=O)NCc2ccc(Cl)cc2Cl)ccn1, predict the reactants needed to synthesize it. The reactants are: CC(=O)N(C)C.O=C(NCc1ccc(Cl)cc1Cl)c1ccnc(F)c1. (5) Given the product O=S(=O)(Cc1cscn1)c1ccc(Cl)cc1, predict the reactants needed to synthesize it. The reactants are: ClCc1cscn1.O=S([O-])c1ccc(Cl)cc1. (6) Given the product O[C@H]1CO[C@H]2OCC[C@@H]12, predict the reactants needed to synthesize it. The reactants are: O[C@H]1CO[C@H]2OCC[C@@]12Br.